This data is from Forward reaction prediction with 1.9M reactions from USPTO patents (1976-2016). The task is: Predict the product of the given reaction. (1) Given the reactants [Cl:1][C:2]1[CH:3]=[CH:4][C:5]2[S:9][C:8]([S:10](Cl)(=[O:12])=[O:11])=[C:7]([CH3:14])[C:6]=2[CH:15]=1.[NH2:16][C:17]1[CH:25]=[CH:24][CH:23]=[C:19]([C:20]([OH:22])=[O:21])[C:18]=1[OH:26], predict the reaction product. The product is: [Cl:1][C:2]1[CH:3]=[CH:4][C:5]2[S:9][C:8]([S:10]([NH:16][C:17]3[C:18]([OH:26])=[C:19]([CH:23]=[CH:24][CH:25]=3)[C:20]([OH:22])=[O:21])(=[O:12])=[O:11])=[C:7]([CH3:14])[C:6]=2[CH:15]=1. (2) Given the reactants [CH3:1][C:2]1[CH:3]=[C:4]2[C:9](=[CH:10][CH:11]=1)[N:8]=[C:7]([S:12]([CH3:15])(=[O:14])=[O:13])[C:6]([CH2:16][C:17]1[CH:18]=[C:19]([CH:23]=[CH:24][N:25]=1)[C:20]([O-:22])=[O:21])=[CH:5]2.O[Li].O.Cl, predict the reaction product. The product is: [CH3:1][C:2]1[CH:3]=[C:4]2[C:9](=[CH:10][CH:11]=1)[N:8]=[C:7]([S:12]([CH3:15])(=[O:14])=[O:13])[C:6]([CH2:16][C:17]1[CH:18]=[C:19]([CH:23]=[CH:24][N:25]=1)[C:20]([OH:22])=[O:21])=[CH:5]2. (3) Given the reactants [N+:1]([C:4]1[CH:9]=[CH:8][C:7]([S:10]([NH:13][CH2:14][CH:15]([CH:26]2[CH2:31][CH2:30][N:29](C(OC(C)(C)C)=O)[CH2:28][CH2:27]2)[C:16]2[CH:21]=[CH:20][C:19]([C:22]([F:25])([F:24])[F:23])=[CH:18][CH:17]=2)(=[O:12])=[O:11])=[CH:6][CH:5]=1)([O-:3])=[O:2].Cl, predict the reaction product. The product is: [N+:1]([C:4]1[CH:9]=[CH:8][C:7]([S:10]([NH:13][CH2:14][CH:15]([CH:26]2[CH2:31][CH2:30][NH:29][CH2:28][CH2:27]2)[C:16]2[CH:21]=[CH:20][C:19]([C:22]([F:25])([F:23])[F:24])=[CH:18][CH:17]=2)(=[O:11])=[O:12])=[CH:6][CH:5]=1)([O-:3])=[O:2]. (4) Given the reactants Cl[C:2]1[N:3]=[C:4]([N:22]2[CH2:27][CH2:26][O:25][CH2:24][CH2:23]2)[C:5]2[S:10][C:9]([C:11]3[CH:12]=[C:13]([CH2:17][NH:18][C:19](=[O:21])[CH3:20])[CH:14]=[CH:15][CH:16]=3)=[CH:8][C:6]=2[N:7]=1.CC1(C)C(C)(C)OB([C:36]2[CH:37]=[N:38][C:39]([NH2:42])=[N:40][CH:41]=2)O1, predict the reaction product. The product is: [NH2:42][C:39]1[N:40]=[CH:41][C:36]([C:2]2[N:3]=[C:4]([N:22]3[CH2:27][CH2:26][O:25][CH2:24][CH2:23]3)[C:5]3[S:10][C:9]([C:11]4[CH:12]=[C:13]([CH2:17][NH:18][C:19](=[O:21])[CH3:20])[CH:14]=[CH:15][CH:16]=4)=[CH:8][C:6]=3[N:7]=2)=[CH:37][N:38]=1. (5) Given the reactants [CH:1]1[C:6]([NH2:7])=[CH:5][C:4]([NH2:8])=[C:3]([OH:9])[CH:2]=1.Cl.Cl.[Cl:12][C:13]1[CH:22]=[CH:21][CH:20]=[C:19]2[C:14]=1[CH:15]=[CH:16][CH:17]=[C:18]2[C:23](O)=O.[OH-].[Na+], predict the reaction product. The product is: [Cl:12][C:13]1[CH:22]=[CH:21][CH:20]=[C:19]2[C:14]=1[CH:15]=[CH:16][CH:17]=[C:18]2[C:23]1[O:9][C:3]2[CH:2]=[CH:1][C:6]([NH2:7])=[CH:5][C:4]=2[N:8]=1. (6) The product is: [C:3]([O:7][C:8](=[O:30])[N:9]([C@H:11]([C:13](=[O:29])[NH:14][C@@H:15]1[C:21](=[O:22])[N:20]([CH2:31][C:32]2[CH:37]=[CH:36][CH:35]=[CH:34][CH:33]=2)[C:19]2[CH:23]=[C:24]([O:27][CH2:28][CH2:17][C:18]3[CH:26]=[CH:25][CH:24]=[CH:23][CH:19]=3)[CH:25]=[CH:26][C:18]=2[CH2:17][CH2:16]1)[CH3:12])[CH3:10])([CH3:4])([CH3:6])[CH3:5]. Given the reactants [Na+].[I-].[C:3]([O:7][C:8](=[O:30])[N:9]([C@H:11]([C:13](=[O:29])[NH:14][C@@H:15]1[C:21](=[O:22])[NH:20][C:19]2[CH:23]=[C:24]([O:27][CH3:28])[CH:25]=[CH:26][C:18]=2[CH2:17][CH2:16]1)[CH3:12])[CH3:10])([CH3:6])([CH3:5])[CH3:4].[CH2:31](Br)[C:32]1[CH:37]=[CH:36][CH:35]=[CH:34][CH:33]=1, predict the reaction product. (7) Given the reactants [C:1]([C:5]1[N:6]=[C:7]([N:16]2[CH2:20][CH2:19][C:18]([F:22])([F:21])[CH2:17]2)[C:8]2[C:9](=[N:11][N:12]([CH2:14][CH3:15])[N:13]=2)[N:10]=1)([CH3:4])([CH3:3])[CH3:2].C(C1N=[C:29]([N:36]2[CH2:40][CH2:39][C:38](F)(F)[CH2:37]2)C2N=NNC=2N=1)(C)(C)C.Br.BrCCC1C=CN=CC=1, predict the reaction product. The product is: [C:1]([C:5]1[N:6]=[C:7]([N:16]2[CH2:20][CH2:19][C:18]([F:21])([F:22])[CH2:17]2)[C:8]2[C:9](=[N:11][N:12]([CH2:14][CH2:15][C:38]3[CH:37]=[CH:29][N:36]=[CH:40][CH:39]=3)[N:13]=2)[N:10]=1)([CH3:2])([CH3:3])[CH3:4]. (8) Given the reactants [F:1][C:2]([F:42])([F:41])[C:3]1[CH:4]=[C:5]([N:11]2[C:15](=[O:16])[C@:14]3([CH2:20][CH2:19][O:18][CH2:17]3)[N:13]([C:21]3[CH:38]=[CH:37][C:24]([C:25]([N:27](C)[CH2:28]OCC[Si](C)(C)C)=[O:26])=[C:23]([F:39])[CH:22]=3)[C:12]2=[S:40])[CH:6]=[CH:7][C:8]=1[C:9]#[N:10].FC(F)(F)C(O)=O, predict the reaction product. The product is: [F:42][C:2]([F:1])([F:41])[C:3]1[CH:4]=[C:5]([N:11]2[C:15](=[O:16])[C@:14]3([CH2:20][CH2:19][O:18][CH2:17]3)[N:13]([C:21]3[CH:38]=[CH:37][C:24]([C:25]([NH:27][CH3:28])=[O:26])=[C:23]([F:39])[CH:22]=3)[C:12]2=[S:40])[CH:6]=[CH:7][C:8]=1[C:9]#[N:10]. (9) Given the reactants [NH:1]1[C:9]2[C:4](=[CH:5][CH:6]=[CH:7][CH:8]=2)[C:3](/[CH:10]=[C:11]2\[O:12][C:13]3[C:20]([C:21]#[C:22][CH:23]4[CH2:28][CH2:27][N:26](C(OC(C)(C)C)=O)[CH2:25][CH2:24]4)=[C:19]([O:36][CH3:37])[CH:18]=[CH:17][C:14]=3[C:15]\2=[O:16])=[N:2]1.Cl, predict the reaction product. The product is: [NH:1]1[C:9]2[C:4](=[CH:5][CH:6]=[CH:7][CH:8]=2)[C:3](/[CH:10]=[C:11]2\[O:12][C:13]3[C:20]([C:21]#[C:22][CH:23]4[CH2:24][CH2:25][NH:26][CH2:27][CH2:28]4)=[C:19]([O:36][CH3:37])[CH:18]=[CH:17][C:14]=3[C:15]\2=[O:16])=[N:2]1. (10) Given the reactants [CH3:1][O:2][C:3]1[C:4]([CH3:14])=[C:5]([NH:9][S:10]([CH3:13])(=[O:12])=[O:11])[CH:6]=[CH:7][CH:8]=1.[C:15]([O-])([O-])=O.[K+].[K+], predict the reaction product. The product is: [CH3:1][O:2][C:3]1[C:4]([CH3:14])=[C:5]([N:9]([CH3:15])[S:10]([CH3:13])(=[O:12])=[O:11])[CH:6]=[CH:7][CH:8]=1.